Dataset: hERG Central: cardiac toxicity at 1µM, 10µM, and general inhibition. Task: Predict hERG channel inhibition at various concentrations. (1) The drug is O=C(C[n+]1ccc(C(=O)NCc2ccccc2)cc1)c1ccc(Cl)cc1.[Br-]. Results: hERG_inhib (hERG inhibition (general)): blocker. (2) The compound is Cc1ccc(S(=O)(=O)N(C)C)cc1NC(=O)COC(=O)Cc1ccsc1. Results: hERG_inhib (hERG inhibition (general)): blocker. (3) The molecule is COc1ccc(-c2cnnn2-c2ccc([N+](=O)[O-])cc2)cc1. Results: hERG_inhib (hERG inhibition (general)): blocker. (4) The molecule is Cc1cccc(NC(=O)c2cc3c(=O)n4ccccc4nc3n(CC(C)C)c2=N)c1. Results: hERG_inhib (hERG inhibition (general)): blocker. (5) The drug is O=C(NCCCn1ccnc1)/C(=C/c1ccccc1)NC(=O)c1ccccc1. Results: hERG_inhib (hERG inhibition (general)): blocker. (6) The compound is COc1ccc(C(=O)NCCN2C(=O)S/C(=C\c3cccnc3)C2=O)cc1[N+](=O)[O-]. Results: hERG_inhib (hERG inhibition (general)): blocker. (7) The molecule is CCN1CCN(c2nc(-c3ccccc3)nc3ccccc23)CC1. Results: hERG_inhib (hERG inhibition (general)): blocker. (8) The compound is Fc1ccc(N2CCN(Cc3ccc4c(c3)OCO4)CC2)cc1. Results: hERG_inhib (hERG inhibition (general)): blocker.